This data is from Full USPTO retrosynthesis dataset with 1.9M reactions from patents (1976-2016). The task is: Predict the reactants needed to synthesize the given product. (1) Given the product [CH3:1][O:2][CH2:3][O:4][C@H:5]1[CH2:22][CH2:21][C@:20]2([CH3:23])[C@H:7]([CH2:8][CH2:9][C@H:10]3[C@H:19]2[CH2:18][CH2:17][C@:15]2([CH3:16])[C@@H:11]3[CH2:12][C@@H:13]([OH:24])[CH2:14]2)[CH2:6]1, predict the reactants needed to synthesize it. The reactants are: [CH3:1][O:2][CH2:3][O:4][C@H:5]1[CH2:22][CH2:21][C@:20]2([CH3:23])[C@H:7]([CH2:8][CH2:9][C@H:10]3[C@H:19]2[CH2:18][CH2:17][C@:15]2([CH3:16])[C@@H:11]3[CH2:12][C:13](=[O:24])[CH2:14]2)[CH2:6]1.[BH4-].[Na+].O. (2) Given the product [C:11]1([CH:7]([C:1]2[CH:2]=[CH:3][CH:4]=[CH:5][CH:6]=2)[CH2:8][CH:9]=[O:10])[CH:12]=[CH:13][CH:14]=[CH:15][CH:16]=1, predict the reactants needed to synthesize it. The reactants are: [C:1]1([CH:7]([C:11]2[CH:16]=[CH:15][CH:14]=[CH:13][CH:12]=2)[CH2:8][CH2:9][OH:10])[CH:6]=[CH:5][CH:4]=[CH:3][CH:2]=1.CC(OI1(OC(C)=O)(OC(C)=O)OC(=O)C2C=CC=CC1=2)=O.[OH-].[Na+].